Dataset: Full USPTO retrosynthesis dataset with 1.9M reactions from patents (1976-2016). Task: Predict the reactants needed to synthesize the given product. Given the product [F:1][C:2]([F:24])([F:23])[C:3]1[CH:4]=[C:5]([S:9]([N:12]2[CH2:17][CH2:16][CH2:15][CH2:14][CH:13]2[CH2:18][S:19]([Cl:27])(=[O:21])=[O:20])(=[O:11])=[O:10])[CH:6]=[CH:7][CH:8]=1, predict the reactants needed to synthesize it. The reactants are: [F:1][C:2]([F:24])([F:23])[C:3]1[CH:4]=[C:5]([S:9]([N:12]2[CH2:17][CH2:16][CH2:15][CH2:14][CH:13]2[CH2:18][S:19](O)(=[O:21])=[O:20])(=[O:11])=[O:10])[CH:6]=[CH:7][CH:8]=1.S(Cl)([Cl:27])=O.